Dataset: Reaction yield outcomes from USPTO patents with 853,638 reactions. Task: Predict the reaction yield, written as a fraction of the theoretical maximum amount of product (1.0 means a 100% yield; for example, 0.34 means a 34% yield). (1) The reactants are [NH2:1][C:2]1[CH:3]=[C:4]([C:8]([OH:10])=O)[CH:5]=[N:6][CH:7]=1.[NH2:11][C@@:12]1([C:17]([O:19][CH2:20][CH2:21][CH2:22][CH3:23])=[O:18])[CH2:16][CH2:15][O:14][CH2:13]1. No catalyst specified. The product is [NH2:1][C:2]1[CH:3]=[C:4]([C:8]([NH:11][C@@:12]2([C:17]([O:19][CH2:20][CH2:21][CH2:22][CH3:23])=[O:18])[CH2:16][CH2:15][O:14][CH2:13]2)=[O:10])[CH:5]=[N:6][CH:7]=1. The yield is 0.960. (2) The reactants are [F:1][C:2]([F:18])([C:11]1[CH:16]=[N:15][C:14]([CH3:17])=[CH:13][N:12]=1)[CH2:3][N:4]1[CH2:9][CH2:8][CH:7]([NH2:10])[CH2:6][CH2:5]1.Cl[C:20]1[C:21]2[CH:28]=[CH:27][NH:26][C:22]=2[N:23]=[CH:24][N:25]=1.CCN(C(C)C)C(C)C. The catalyst is C(O)CCC. The product is [F:18][C:2]([F:1])([C:11]1[CH:16]=[N:15][C:14]([CH3:17])=[CH:13][N:12]=1)[CH2:3][N:4]1[CH2:9][CH2:8][CH:7]([NH:10][C:20]2[C:21]3[CH:28]=[CH:27][NH:26][C:22]=3[N:23]=[CH:24][N:25]=2)[CH2:6][CH2:5]1. The yield is 0.410. (3) The reactants are [N+:1]([C:4]1[NH:5][CH:6]=[CH:7][N:8]=1)([O-:3])=[O:2].[C:9](=O)([O-])[O-].[Cs+].[Cs+].CI. The catalyst is CN(C=O)C. The product is [CH3:9][N:5]1[CH:6]=[CH:7][N:8]=[C:4]1[N+:1]([O-:3])=[O:2]. The yield is 0.860. (4) The reactants are Br[C:2]1[CH:7]=[CH:6][C:5]([NH:8][C:9]([C:11]2[N:12]([CH2:18][O:19][CH2:20][CH2:21][Si:22]([CH3:25])([CH3:24])[CH3:23])[CH:13]=[C:14]([C:16]#[N:17])[N:15]=2)=[O:10])=[C:4]([C:26]2[CH2:31][CH2:30][CH2:29][CH2:28][CH:27]=2)[CH:3]=1.[CH3:32][O:33][C:34]([O:38][Si](C)(C)C)=[C:35]([CH3:37])[CH3:36].O. The catalyst is CN(C=O)C.CC(P(C(C)(C)C)C(C)(C)C)(C)C.CC(P(C(C)(C)C)C(C)(C)C)(C)C.[Pd].[F-].[F-].[Zn+2]. The product is [CH3:32][O:33][C:34](=[O:38])[C:35]([C:2]1[CH:7]=[CH:6][C:5]([NH:8][C:9]([C:11]2[N:12]([CH2:18][O:19][CH2:20][CH2:21][Si:22]([CH3:25])([CH3:24])[CH3:23])[CH:13]=[C:14]([C:16]#[N:17])[N:15]=2)=[O:10])=[C:4]([C:26]2[CH2:31][CH2:30][CH2:29][CH2:28][CH:27]=2)[CH:3]=1)([CH3:37])[CH3:36]. The yield is 0.460. (5) The yield is 0.807. The reactants are [CH2:1]1[C:3]2([CH2:8][O:7][CH:6]([CH2:9][O:10][C:11]3[CH:16]=[CH:15][N:14]=[C:13]([CH2:17]O)[C:12]=3[CH3:19])[O:5][CH2:4]2)[CH2:2]1.C(N(CC)CC)C.CS(Cl)(=O)=O.[SH:32][C:33]1[NH:34][C:35]2[CH:41]=[CH:40][CH:39]=[CH:38][C:36]=2[N:37]=1. The product is [CH2:1]1[C:3]2([CH2:8][O:7][CH:6]([CH2:9][O:10][C:11]3[CH:16]=[CH:15][N:14]=[C:13]([CH2:17][S:32][C:33]4[NH:37][C:36]5[CH:38]=[CH:39][CH:40]=[CH:41][C:35]=5[N:34]=4)[C:12]=3[CH3:19])[O:5][CH2:4]2)[CH2:2]1. The catalyst is CO.O1CCCC1.